Dataset: Forward reaction prediction with 1.9M reactions from USPTO patents (1976-2016). Task: Predict the product of the given reaction. (1) The product is: [CH2:12]1[C:15]2([O:20][CH2:19][CH:18]([CH2:21][O:22][C:2]3[C:7]([CH3:8])=[CH:6][N+:5]([O-:9])=[C:4]([CH3:10])[C:3]=3[CH3:11])[CH2:17][O:16]2)[CH2:14][CH2:13]1. Given the reactants Cl[C:2]1[C:7]([CH3:8])=[CH:6][N+:5]([O-:9])=[C:4]([CH3:10])[C:3]=1[CH3:11].[CH2:12]1[C:15]2([O:20][CH2:19][CH:18]([CH2:21][OH:22])[CH2:17][O:16]2)[CH2:14][CH2:13]1.[OH-].[K+], predict the reaction product. (2) The product is: [CH3:1][C:2]1[CH:3]=[C:4]([O:18][S:29]([C:23]2[C:24]([F:28])=[CH:25][CH:26]=[CH:27][C:22]=2[F:21])(=[O:31])=[O:30])[CH:5]=[C:6]2[C:10]=1[NH:9][CH:8]=[C:7]2[CH:11]1[CH2:16][CH2:15][N:14]([CH3:17])[CH2:13][CH2:12]1.[F:21][C:22]1[CH:27]=[CH:26][CH:25]=[C:24]([F:28])[C:23]=1[S:29]([OH:31])(=[O:30])=[O:19]. Given the reactants [CH3:1][C:2]1[CH:3]=[C:4]([OH:18])[CH:5]=[C:6]2[C:10]=1[NH:9][CH:8]=[C:7]2[CH:11]1[CH2:16][CH2:15][N:14]([CH3:17])[CH2:13][CH2:12]1.[OH-:19].[Na+].[F:21][C:22]1[CH:27]=[CH:26][CH:25]=[C:24]([F:28])[C:23]=1[S:29](Cl)(=[O:31])=[O:30], predict the reaction product.